Predict the reaction yield, written as a fraction of the theoretical maximum amount of product (1.0 means a 100% yield; for example, 0.34 means a 34% yield). From a dataset of Reaction yield outcomes from USPTO patents with 853,638 reactions. The reactants are [C:1]([NH:4][C:5](=[CH2:10])[C:6]([O:8][CH3:9])=[O:7])(=[O:3])[CH3:2].C(O[K])(C)(C)C.C1(C)C=CC=CC=1. The catalyst is CC(O)(C)C. The product is [C:1]([NH:4][CH:5]([CH3:10])[C:6]([O:8][CH3:9])=[O:7])(=[O:3])[CH3:2]. The yield is 0.525.